This data is from Catalyst prediction with 721,799 reactions and 888 catalyst types from USPTO. The task is: Predict which catalyst facilitates the given reaction. (1) Reactant: [F:1][C:2]1[CH:3]=[C:4]([CH:31]=[CH:32][C:33]=1[N+:34]([O-])=O)[O:5][C:6]1[C:15]2[C:10](=[CH:11][C:12]([O:18][CH2:19][CH2:20][N:21]3[C:26]([CH3:28])([CH3:27])[CH2:25][CH2:24][CH2:23][C:22]3([CH3:30])[CH3:29])=[C:13]([O:16][CH3:17])[CH:14]=2)[N:9]=[CH:8][CH:7]=1.[Cl-].[NH4+]. Product: [F:1][C:2]1[CH:3]=[C:4]([O:5][C:6]2[C:15]3[C:10](=[CH:11][C:12]([O:18][CH2:19][CH2:20][N:21]4[C:22]([CH3:30])([CH3:29])[CH2:23][CH2:24][CH2:25][C:26]4([CH3:28])[CH3:27])=[C:13]([O:16][CH3:17])[CH:14]=3)[N:9]=[CH:8][CH:7]=2)[CH:31]=[CH:32][C:33]=1[NH2:34]. The catalyst class is: 284. (2) Reactant: Cl[CH2:2][CH:3]1[CH:7]([CH3:8])[O:6][C:5](=[O:9])[O:4]1.[F:10][C:11]1[CH:12]=[C:13]([NH:22][C:23]([C@@H:25]2[N:34]([C:35]([C@@H:37]3[CH2:40][C@H:39]([C:41]([OH:43])=[O:42])[CH2:38]3)=[O:36])[CH2:33][CH2:32][C:31]3[N:30]=[C:29]([O:44][CH3:45])[CH:28]=[CH:27][C:26]2=3)=[O:24])[CH:14]=[C:15]2[C:19]=1[C:18]([CH3:21])([CH3:20])[CH2:17][CH2:16]2.C(=O)([O-])[O-].[K+].[K+].O. Product: [F:10][C:11]1[CH:12]=[C:13]([NH:22][C:23]([C@@H:25]2[N:34]([C:35]([C@@H:37]3[CH2:40][C@H:39]([C:41]([O:43][CH2:2][C:3]4[O:4][C:5](=[O:9])[O:6][C:7]=4[CH3:8])=[O:42])[CH2:38]3)=[O:36])[CH2:33][CH2:32][C:31]3[N:30]=[C:29]([O:44][CH3:45])[CH:28]=[CH:27][C:26]2=3)=[O:24])[CH:14]=[C:15]2[C:19]=1[C:18]([CH3:20])([CH3:21])[CH2:17][CH2:16]2. The catalyst class is: 3. (3) Reactant: S(Cl)([Cl:3])=O.C(O)(=O)C.[NH2:9][C:10]1[C:19]2[N:20]=[C:21]([CH2:28][NH:29][C:30]([NH:32][CH3:33])=[O:31])[N:22]([CH2:23][CH2:24][CH2:25][CH2:26]O)[C:18]=2[C:17]2[CH:16]=[CH:15][CH:14]=[CH:13][C:12]=2[N:11]=1.CO. Product: [NH2:9][C:10]1[C:19]2[N:20]=[C:21]([CH2:28][NH:29][C:30]([NH:32][CH3:33])=[O:31])[N:22]([CH2:23][CH2:24][CH2:25][CH2:26][Cl:3])[C:18]=2[C:17]2[CH:16]=[CH:15][CH:14]=[CH:13][C:12]=2[N:11]=1. The catalyst class is: 26. (4) Product: [C:12]([NH:7][CH2:6][C:5]1[CH:8]=[CH:9][C:2]([NH2:1])=[CH:3][CH:4]=1)([O:13][C:14]([CH3:17])([CH3:16])[CH3:15])=[O:18]. Reactant: [NH2:1][C:2]1[CH:9]=[CH:8][C:5]([CH2:6][NH2:7])=[CH:4][CH:3]=1.[OH-].[Na+].[C:12](O[C:12]([O:13][C:14]([CH3:17])([CH3:16])[CH3:15])=[O:18])(=[O:18])[O:13][C:14]([CH3:17])([CH3:16])[CH3:15]. The catalyst class is: 12. (5) Reactant: C([O-])([O-])=O.[Na+].[Na+].Br[C:8]1[CH:9]=[C:10]2[C:14](=[CH:15][CH:16]=1)[NH:13][CH:12]=[CH:11]2.[Cl:17][C:18]1[CH:19]=[C:20](B(O)O)[CH:21]=[CH:22][CH:23]=1.CCO.O. Product: [Cl:17][C:18]1[CH:23]=[C:22]([C:8]2[CH:9]=[C:10]3[C:14](=[CH:15][CH:16]=2)[NH:13][CH:12]=[CH:11]3)[CH:21]=[CH:20][CH:19]=1. The catalyst class is: 103.